From a dataset of TCR-epitope binding with 47,182 pairs between 192 epitopes and 23,139 TCRs. Binary Classification. Given a T-cell receptor sequence (or CDR3 region) and an epitope sequence, predict whether binding occurs between them. The epitope is KAYNVTQAF. The TCR CDR3 sequence is CASSQLLAGGSYEQYF. Result: 0 (the TCR does not bind to the epitope).